This data is from Reaction yield outcomes from USPTO patents with 853,638 reactions. The task is: Predict the reaction yield, written as a fraction of the theoretical maximum amount of product (1.0 means a 100% yield; for example, 0.34 means a 34% yield). (1) The reactants are C(=O)C1C=CC=CC=1.[CH3:9][NH:10][C@H:11]1[CH2:16][CH2:15][C@H:14]([NH2:17])[CH2:13][CH2:12]1.[C:26](O[C:26]([O:28][C:29]([CH3:32])([CH3:31])[CH3:30])=[O:27])([O:28][C:29]([CH3:32])([CH3:31])[CH3:30])=[O:27].S([O-])(O)(=O)=O.[K+]. The catalyst is C1(C)C=CC=CC=1. The product is [NH2:17][C@H:14]1[CH2:15][CH2:16][C@H:11]([N:10]([CH3:9])[C:26](=[O:27])[O:28][C:29]([CH3:30])([CH3:31])[CH3:32])[CH2:12][CH2:13]1. The yield is 0.880. (2) The reactants are [CH2:1]([C@H:8]([NH:32][C:33](=[O:43])[O:34][C@@H:35]1[C@H:42]2[C@H:38]([O:39][CH2:40][CH2:41]2)[O:37][CH2:36]1)[C@H:9]([OH:31])[CH2:10][N:11]([O:24][CH:25]1[CH2:30][CH2:29][CH2:28][CH2:27][CH2:26]1)[S:12]([C:15]1[CH:20]=[CH:19][C:18]([N+:21]([O-])=O)=[CH:17][CH:16]=1)(=[O:14])=[O:13])[C:2]1[CH:7]=[CH:6][CH:5]=[CH:4][CH:3]=1.C(O)C. The catalyst is [Pd].C(OCC)(=O)C. The product is [NH2:21][C:18]1[CH:19]=[CH:20][C:15]([S:12]([N:11]([O:24][CH:25]2[CH2:26][CH2:27][CH2:28][CH2:29][CH2:30]2)[CH2:10][C@@H:9]([OH:31])[C@@H:8]([NH:32][C:33](=[O:43])[O:34][C@@H:35]2[C@H:42]3[C@H:38]([O:39][CH2:40][CH2:41]3)[O:37][CH2:36]2)[CH2:1][C:2]2[CH:3]=[CH:4][CH:5]=[CH:6][CH:7]=2)(=[O:14])=[O:13])=[CH:16][CH:17]=1. The yield is 0.810.